This data is from NCI-60 drug combinations with 297,098 pairs across 59 cell lines. The task is: Regression. Given two drug SMILES strings and cell line genomic features, predict the synergy score measuring deviation from expected non-interaction effect. (1) Drug 1: CC(C1=C(C=CC(=C1Cl)F)Cl)OC2=C(N=CC(=C2)C3=CN(N=C3)C4CCNCC4)N. Drug 2: CC1=C2C(C(=O)C3(C(CC4C(C3C(C(C2(C)C)(CC1OC(=O)C(C(C5=CC=CC=C5)NC(=O)OC(C)(C)C)O)O)OC(=O)C6=CC=CC=C6)(CO4)OC(=O)C)O)C)O. Cell line: NCI/ADR-RES. Synergy scores: CSS=-0.717, Synergy_ZIP=0.876, Synergy_Bliss=0.814, Synergy_Loewe=-1.26, Synergy_HSA=-1.10. (2) Drug 1: CCN(CC)CCNC(=O)C1=C(NC(=C1C)C=C2C3=C(C=CC(=C3)F)NC2=O)C. Drug 2: CN(C(=O)NC(C=O)C(C(C(CO)O)O)O)N=O. Cell line: RXF 393. Synergy scores: CSS=-5.48, Synergy_ZIP=1.73, Synergy_Bliss=-0.714, Synergy_Loewe=-6.38, Synergy_HSA=-6.01. (3) Drug 1: C1=CC=C(C(=C1)C(C2=CC=C(C=C2)Cl)C(Cl)Cl)Cl. Drug 2: COC1=NC(=NC2=C1N=CN2C3C(C(C(O3)CO)O)O)N. Cell line: MOLT-4. Synergy scores: CSS=61.1, Synergy_ZIP=2.82, Synergy_Bliss=2.98, Synergy_Loewe=-20.3, Synergy_HSA=3.07.